Dataset: Reaction yield outcomes from USPTO patents with 853,638 reactions. Task: Predict the reaction yield, written as a fraction of the theoretical maximum amount of product (1.0 means a 100% yield; for example, 0.34 means a 34% yield). (1) The reactants are Br[CH2:2][C:3]1[CH:4]=[C:5]2[C:10](=[CH:11][CH:12]=1)[N:9]=[CH:8][N:7]=[C:6]2[NH:13][C:14]1[CH:19]=[CH:18][CH:17]=[C:16]([CH3:20])[CH:15]=1.[Na].[SH:22][C:23]1[NH:24][C:25]2[CH:31]=[CH:30][CH:29]=[CH:28][C:26]=2[N:27]=1. No catalyst specified. The product is [N:24]1[C:25]2[CH:31]=[CH:30][CH:29]=[CH:28][C:26]=2[NH:27][C:23]=1[S:22][CH2:2][C:3]1[CH:4]=[C:5]2[C:10](=[CH:11][CH:12]=1)[N:9]=[CH:8][N:7]=[C:6]2[NH:13][C:14]1[CH:19]=[CH:18][CH:17]=[C:16]([CH3:20])[CH:15]=1. The yield is 0.590. (2) The reactants are [Cl:1][C:2]([F:13])([F:12])[C:3]1[CH:8]=[CH:7][C:6]([CH:9](Cl)[CH3:10])=[CH:5][N:4]=1.[CH3:14][S-:15].[Na+]. The catalyst is C(O)C. The product is [Cl:1][C:2]([F:13])([F:12])[C:3]1[CH:8]=[CH:7][C:6]([CH:9]([S:15][CH3:14])[CH3:10])=[CH:5][N:4]=1. The yield is 0.400. (3) The reactants are Cl[CH2:2][C:3]1[N:4]=[C:5]2[CH:14]=[CH:13][CH:12]=[CH:11][N:6]2[C:7](=[O:10])[C:8]=1[I:9].[C:15]([O-:18])(=[O:17])[CH3:16].[K+].O. The catalyst is CN(C=O)C. The product is [C:15]([O:18][CH2:2][C:3]1[N:4]=[C:5]2[CH:14]=[CH:13][CH:12]=[CH:11][N:6]2[C:7](=[O:10])[C:8]=1[I:9])(=[O:17])[CH3:16]. The yield is 0.900. (4) The reactants are [Cl:1][C:2]1[CH:3]=[C:4]2[C:9](=[CH:10][CH:11]=1)[N:8]=[C:7]([O:12][CH3:13])[C:6]([NH:14][C:15](=[O:19])OCC)=[N:5]2.[F:20][C:21]1[CH:26]=[CH:25][CH:24]=[CH:23][C:22]=1[N:27]1[CH2:32][CH2:31][NH:30][CH2:29][CH2:28]1. No catalyst specified. The product is [Cl:1][C:2]1[CH:3]=[C:4]2[C:9](=[CH:10][CH:11]=1)[N:8]=[C:7]([O:12][CH3:13])[C:6]([NH:14][C:15]([N:30]1[CH2:29][CH2:28][N:27]([C:22]3[CH:23]=[CH:24][CH:25]=[CH:26][C:21]=3[F:20])[CH2:32][CH2:31]1)=[O:19])=[N:5]2. The yield is 0.800. (5) The reactants are [Br:1][C:2]1[CH:11]=[CH:10][C:5]([C:6]([NH:8][NH2:9])=[O:7])=[CH:4][CH:3]=1.S(=O)(=O)(O)O.[CH2:17](OC(OCC)OCC)C. No catalyst specified. The product is [Br:1][C:2]1[CH:11]=[CH:10][C:5]([C:6]2[O:7][CH:17]=[N:9][N:8]=2)=[CH:4][CH:3]=1. The yield is 0.899. (6) The reactants are Br[C:2]1[CH:7]=[CH:6][C:5]([CH:8]([CH3:26])[C:9]([C:15]2[CH:16]=[CH:17][C:18]3[O:22][C:21](=[O:23])[N:20]([CH3:24])[C:19]=3[CH:25]=2)([OH:14])[C:10]([F:13])([F:12])[F:11])=[C:4]([Cl:27])[CH:3]=1.C([O-])(=O)C.[K+].[CH3:33][O:34][C:35](=[O:43])[C:36]1[CH:41]=[CH:40][C:39](Cl)=[N:38][CH:37]=1.C([O-])([O-])=O.[Na+].[Na+]. The catalyst is O1CCOCC1.C1C=CC(P(C2C=CC=CC=2)C2C=CC=CC=2)=CC=1.C1C=CC(P(C2C=CC=CC=2)C2C=CC=CC=2)=CC=1.Cl[Pd]Cl.[CH-]1C=C(P(C2C=CC=CC=2)C2C=CC=CC=2)C=C1.[CH-]1C=C(P(C2C=CC=CC=2)C2C=CC=CC=2)C=C1.Cl[Pd]Cl.[Fe+2].O. The product is [CH3:33][O:34][C:35](=[O:43])[C:36]1[CH:41]=[CH:40][C:39]([C:2]2[CH:7]=[CH:6][C:5]([CH:8]([CH3:26])[C:9]([OH:14])([C:15]3[CH:16]=[CH:17][C:18]4[O:22][C:21](=[O:23])[N:20]([CH3:24])[C:19]=4[CH:25]=3)[C:10]([F:13])([F:11])[F:12])=[C:4]([Cl:27])[CH:3]=2)=[N:38][CH:37]=1. The yield is 0.240. (7) The reactants are [C:1]1([N:7]([C:21]2[CH:26]=[CH:25][CH:24]=[CH:23][CH:22]=2)[C:8]2[CH:13]=[CH:12][C:11]([NH:14][C:15]3[CH:20]=[CH:19][CH:18]=[CH:17][CH:16]=3)=[CH:10][CH:9]=2)[CH:6]=[CH:5][CH:4]=[CH:3][CH:2]=1.[CH3:27][C:28]([CH3:31])([O-])[CH3:29].[Na+]. The catalyst is [Pd].C(=CC(C=CC1C=CC=CC=1)=O)C1C=CC=CC=1.C(=CC(C=CC1C=CC=CC=1)=O)C1C=CC=CC=1.C1(C)C=CC=CC=1. The product is [C:1]1([N:7]([C:21]2[CH:26]=[CH:25][CH:24]=[CH:23][CH:22]=2)[C:8]2[CH:13]=[CH:12][C:11]([N:14]([C:20]3[CH:15]=[CH:16][C:27]4[N:7]([C:1]5[CH:6]=[CH:5][CH:4]=[CH:3][CH:2]=5)[C:8]5[C:29]([C:28]=4[CH:31]=3)=[CH:12][CH:11]=[CH:10][CH:9]=5)[C:15]3[CH:20]=[CH:19][CH:18]=[CH:17][CH:16]=3)=[CH:10][CH:9]=2)[CH:6]=[CH:5][CH:4]=[CH:3][CH:2]=1. The yield is 0.650.